Dataset: Full USPTO retrosynthesis dataset with 1.9M reactions from patents (1976-2016). Task: Predict the reactants needed to synthesize the given product. (1) Given the product [NH2:8][C@H:9]([C:11]([NH:16][C@H:17]([C:25]([OH:27])=[O:26])[CH2:18][C:19]1[CH:24]=[CH:23][CH:22]=[CH:21][CH:20]=1)=[O:12])[CH3:10], predict the reactants needed to synthesize it. The reactants are: C1(O)C=CC=CC=1.[NH2:8][C@H:9]([C:11](OCC)=[O:12])[CH3:10].[NH2:16][C@H:17]([C:25]([OH:27])=[O:26])[CH2:18][C:19]1[CH:24]=[CH:23][CH:22]=[CH:21][CH:20]=1.C(N(CC(O)=O)CC(O)=O)CN(CC(O)=O)CC(O)=O.B([O-])([O-])[O-]. (2) Given the product [CH2:22]([O:21][C:16]1[CH:15]=[C:14]([N:12]2[CH:13]=[C:9]([NH:8][C:6]([NH2:5])=[O:7])[C:10]([C:24]([NH2:26])=[O:25])=[N:11]2)[CH:19]=[CH:18][CH:17]=1)[CH3:23], predict the reactants needed to synthesize it. The reactants are: C([O-])=O.[NH4+].[NH2:5][C:6]([NH:8][C:9]1[C:10]([C:24]([NH2:26])=[O:25])=[N:11][N:12]([C:14]2[CH:19]=[CH:18][C:17](Br)=[C:16]([O:21][CH2:22][CH3:23])[CH:15]=2)[CH:13]=1)=[O:7]. (3) The reactants are: [Cl:1][C:2]1[CH:9]=[CH:8][CH:7]=[C:6]([F:10])[C:3]=1[CH2:4]Cl.[CH2:11]([N:18]1[C:26]2[C:21](=[CH:22][CH:23]=[C:24]([CH2:27][C:28]([OH:30])=[O:29])[CH:25]=2)[CH:20]=[CH:19]1)[C:12]1[CH:17]=[CH:16][CH:15]=[CH:14][CH:13]=1. Given the product [Cl:1][C:2]1[CH:9]=[CH:8][CH:7]=[C:6]([F:10])[C:3]=1[CH2:4][N:18]1[C:26]2[C:21](=[CH:22][CH:23]=[C:24]([CH2:27][C:28]([OH:30])=[O:29])[CH:25]=2)[CH:20]=[CH:19]1.[CH2:11]([N:18]1[C:26]2[C:21](=[CH:22][CH:23]=[C:24]([CH2:27][C:28]([OH:30])=[O:29])[CH:25]=2)[CH:20]=[CH:19]1)[C:12]1[CH:13]=[CH:14][CH:15]=[CH:16][CH:17]=1, predict the reactants needed to synthesize it. (4) Given the product [CH2:1]([O:4][N:5]([C@H:18]1[CH2:23][N:22]([C:24]([O:26][C:27]([CH3:28])([CH3:29])[CH3:30])=[O:25])[C@H:21]([CH2:31][OH:32])[CH:20]=[C:19]1[CH:40]([CH3:42])[CH3:41])[S:6]([C:9]1[CH:14]=[CH:13][CH:12]=[CH:11][C:10]=1[N+:15]([O-:17])=[O:16])(=[O:8])=[O:7])[CH:2]=[CH2:3], predict the reactants needed to synthesize it. The reactants are: [CH2:1]([O:4][N:5]([C@H:18]1[CH2:23][N:22]([C:24]([O:26][C:27]([CH3:30])([CH3:29])[CH3:28])=[O:25])[C@H:21]([CH2:31][O:32][Si](C(C)(C)C)(C)C)[CH:20]=[C:19]1[CH:40]([CH3:42])[CH3:41])[S:6]([C:9]1[CH:14]=[CH:13][CH:12]=[CH:11][C:10]=1[N+:15]([O-:17])=[O:16])(=[O:8])=[O:7])[CH:2]=[CH2:3].C(ON([C@H]1CN(C(OC(C)(C)C)=O)[C@H](CO)C=C1C)S(C1C=CC=CC=1[N+]([O-])=O)(=O)=O)C=C. (5) Given the product [C:1]([O:9][CH2:10][C@@H:11]1[C@@H:15]([O:16][C:17](=[O:24])[C:18]2[CH:19]=[CH:20][CH:21]=[CH:22][CH:23]=2)[C@:14]([F:26])([CH3:25])[CH:13]([O:27][CH3:28])[O:12]1)(=[O:8])[C:2]1[CH:7]=[CH:6][CH:5]=[CH:4][CH:3]=1, predict the reactants needed to synthesize it. The reactants are: [C:1]([O:9][CH2:10][C@@H:11]1[C@@H:15]([O:16][C:17](=[O:24])[C:18]2[CH:23]=[CH:22][CH:21]=[CH:20][CH:19]=2)[C@:14]([F:26])([CH3:25])[CH:13]([OH:27])[O:12]1)(=[O:8])[C:2]1[CH:7]=[CH:6][CH:5]=[CH:4][CH:3]=1.[CH3:28]O. (6) Given the product [ClH:8].[NH2:9][CH2:10][C:11](=[O:17])[CH2:12][CH2:13][C:14]([O:7][CH:3]([CH2:4][CH2:5][CH3:6])[CH2:2][CH3:1])=[O:15], predict the reactants needed to synthesize it. The reactants are: [CH3:1][CH2:2][CH:3]([OH:7])[CH2:4][CH2:5][CH3:6].[ClH:8].[NH2:9][CH2:10][C:11](=[O:17])[CH2:12][CH2:13][C:14](O)=[O:15]. (7) Given the product [F:9][C:10]1[CH:15]=[CH:14][C:13]([CH2:16][O:17][C:5]2[N:4]=[N:3][C:2]([I:1])=[CH:7][CH:6]=2)=[CH:12][CH:11]=1, predict the reactants needed to synthesize it. The reactants are: [I:1][C:2]1[N:3]=[N:4][C:5](I)=[CH:6][CH:7]=1.[F:9][C:10]1[CH:15]=[CH:14][C:13]([CH2:16][OH:17])=[CH:12][CH:11]=1. (8) Given the product [F:19][C:16]1[CH:15]=[CH:14][C:13]([N:6]2[C:5]3[C:20]([CH2:22][O:23][CH3:25])=[CH:21][C:2]([NH:1][S:31]([CH3:30])(=[O:33])=[O:32])=[CH:3][C:4]=3[O:9][C:8]([CH3:11])([CH3:10])[C:7]2=[O:12])=[CH:18][CH:17]=1.[F:19][C:16]1[CH:15]=[CH:14][C:13]([N:6]2[C:5]3[C:20]([CH2:22][OH:23])=[CH:21][C:2]([NH:1][S:31]([CH3:30])(=[O:33])=[O:32])=[CH:3][C:4]=3[O:9][C:8]([CH3:11])([CH3:10])[C:7]2=[O:12])=[CH:18][CH:17]=1, predict the reactants needed to synthesize it. The reactants are: [NH2:1][C:2]1[CH:21]=[C:20]([CH2:22][OH:23])[C:5]2[N:6]([C:13]3[CH:18]=[CH:17][C:16]([F:19])=[CH:15][CH:14]=3)[C:7](=[O:12])[C:8]([CH3:11])([CH3:10])[O:9][C:4]=2[CH:3]=1.N1C=CC=C[CH:25]=1.[CH3:30][S:31](Cl)(=[O:33])=[O:32].O.